The task is: Regression/Classification. Given a drug SMILES string, predict its absorption, distribution, metabolism, or excretion properties. Task type varies by dataset: regression for continuous measurements (e.g., permeability, clearance, half-life) or binary classification for categorical outcomes (e.g., BBB penetration, CYP inhibition). For this dataset (vdss_lombardo), we predict log10(VDss) (log10 of volume of distribution in L/kg).. This data is from Volume of distribution at steady state (VDss) regression data from Lombardo et al.. (1) The drug is CNC[C@@H]1CC[C@@H](N)[C@@H](O[C@H]2[C@@H](N)C[C@@H](N)[C@H](O[C@H]3OC[C@](C)(O)[C@H](NC)[C@H]3O)[C@H]2O)O1. The log10(VDss) is -0.820. (2) The molecule is CCOc1ccccc1OCC1C[NH2+]CCO1. The log10(VDss) is -0.140. (3) The molecule is CC(=O)C1CCC2C3CCC4CC(O)CCC4(C)C3CCC12C. The log10(VDss) is 0.300. (4) The log10(VDss) is 0.200. The molecule is CC1COc2c(N3CC[NH+](C)CC3)c(F)cc3c(=O)c(C(=O)[O-])cn1c23. (5) The molecule is N#CC1CC2CC2N1C(=O)C(N)C12CC3CC(CC(O)(C3)C1)C2. The log10(VDss) is 0.260. (6) The molecule is COc1cc2c(cc1OC)C[NH+](CCc1ccc(NC(=O)c3cc(OC)c(OC)cc3NC(=O)c3cnc4ccccc4c3)cc1)CC2. The log10(VDss) is 0.810.